From a dataset of Catalyst prediction with 721,799 reactions and 888 catalyst types from USPTO. Predict which catalyst facilitates the given reaction. (1) Product: [Cl:3][C:4]1[C:8]([CH3:9])=[C:7]([C:10]2[C:11]([CH3:21])=[CH:12][C:13]([CH3:20])=[C:14]([CH:19]=2)[C:15]([OH:17])=[O:16])[NH:6][N:5]=1. Reactant: [OH-].[Na+].[Cl:3][C:4]1[C:8]([CH3:9])=[C:7]([C:10]2[C:11]([CH3:21])=[CH:12][C:13]([CH3:20])=[C:14]([CH:19]=2)[C:15]([O:17]C)=[O:16])[NH:6][N:5]=1. The catalyst class is: 5. (2) Reactant: [CH2:1]([NH:8][C:9](=[O:48])[C@@H:10]([OH:47])[CH:11]([NH:19][C:20](=[O:46])[C@@H:21]([NH:31][C:32](=[O:45])[C@@H:33]([NH:35][C:36](=[O:44])[CH2:37][N:38]1[CH2:43][CH2:42][O:41][CH2:40][CH2:39]1)[CH3:34])[CH2:22][C:23]1[CH:28]=[CH:27][C:26]([O:29][CH3:30])=[CH:25][CH:24]=1)[CH2:12][C:13]1[CH:18]=[CH:17][CH:16]=[CH:15][CH:14]=1)[C:2]1[CH:7]=[CH:6][CH:5]=[CH:4][CH:3]=1.CC(OI1(OC(C)=O)(OC(C)=O)OC(=O)C2C=CC=CC1=2)=O. Product: [CH2:1]([NH:8][C:9](=[O:48])[C:10](=[O:47])[C@@H:11]([NH:19][C:20](=[O:46])[C@@H:21]([NH:31][C:32](=[O:45])[C@@H:33]([NH:35][C:36](=[O:44])[CH2:37][N:38]1[CH2:43][CH2:42][O:41][CH2:40][CH2:39]1)[CH3:34])[CH2:22][C:23]1[CH:28]=[CH:27][C:26]([O:29][CH3:30])=[CH:25][CH:24]=1)[CH2:12][C:13]1[CH:18]=[CH:17][CH:16]=[CH:15][CH:14]=1)[C:2]1[CH:3]=[CH:4][CH:5]=[CH:6][CH:7]=1. The catalyst class is: 4. (3) Reactant: [Cl:1][C:2]1[C:7]([Cl:8])=[CH:6][CH:5]=[CH:4][C:3]=1[C:9]1([OH:14])[CH2:13][CH2:12][NH:11][CH2:10]1.[C:15](#N)[CH3:16].C(=O)([O-])[O-].[K+].[K+].ICC. Product: [Cl:1][C:2]1[C:7]([Cl:8])=[CH:6][CH:5]=[CH:4][C:3]=1[C:9]1([OH:14])[CH2:13][CH2:12][N:11]([CH2:15][CH3:16])[CH2:10]1. The catalyst class is: 6. (4) Reactant: [CH3:1][O:2][C:3]1[CH:4]=[C:5]2[C:9](=[CH:10][CH:11]=1)[N:8]([CH3:12])[CH:7]=[C:6]2[C:13]1[N:23]([CH2:24][O:25][CH2:26][CH2:27][Si:28]([CH3:31])([CH3:30])[CH3:29])[C:16]2=[N:17][CH:18]=[C:19]([CH2:21][NH2:22])[N:20]=[C:15]2[CH:14]=1.[O:32]1[CH2:36][CH2:35][CH2:34][C:33]1=[O:37].N1C=NC=N1.C1CCN2C(=NCCC2)CC1. Product: [OH:37][CH2:33][CH2:34][CH2:35][C:36]([NH:22][CH2:21][C:19]1[N:20]=[C:15]2[CH:14]=[C:13]([C:6]3[C:5]4[C:9](=[CH:10][CH:11]=[C:3]([O:2][CH3:1])[CH:4]=4)[N:8]([CH3:12])[CH:7]=3)[N:23]([CH2:24][O:25][CH2:26][CH2:27][Si:28]([CH3:30])([CH3:29])[CH3:31])[C:16]2=[N:17][CH:18]=1)=[O:32]. The catalyst class is: 2. (5) Reactant: [C:1]([O:5][C@@H:6]([C:11]1[C:12]([CH3:31])=[N:13][C:14]2[N:15]([N:18]=[C:19]([C:21]3[CH:30]=[CH:29][C:28]4[CH2:27][CH2:26][CH2:25][CH2:24][C:23]=4[CH:22]=3)[CH:20]=2)[C:16]=1Cl)[C:7]([O:9]C)=[O:8])([CH3:4])([CH3:3])[CH3:2].[CH3:32][C:33]1([CH3:39])[CH2:38][CH2:37][NH:36][CH2:35][CH2:34]1.Cl.CCN(C(C)C)C(C)C.[OH-].[Na+]. Product: [C:1]([O:5][C@@H:6]([C:11]1[C:12]([CH3:31])=[N:13][C:14]2[N:15]([N:18]=[C:19]([C:21]3[CH:30]=[CH:29][C:28]4[CH2:27][CH2:26][CH2:25][CH2:24][C:23]=4[CH:22]=3)[CH:20]=2)[C:16]=1[N:36]1[CH2:37][CH2:38][C:33]([CH3:39])([CH3:32])[CH2:34][CH2:35]1)[C:7]([OH:9])=[O:8])([CH3:3])([CH3:2])[CH3:4]. The catalyst class is: 37. (6) Reactant: N1C=CC=CC=1.[CH3:7][S:8]([O:11]S(C)(=O)=O)(=[O:10])=[O:9].O[CH2:17][CH2:18][CH2:19][N:20]1[C:28]2[C:23](=[CH:24][CH:25]=[CH:26][CH:27]=2)[C:22]([C:29]2[C:30](=[O:54])[NH:31][C:32](=[O:53])[C:33]=2[C:34]2[C:42]3[C:37](=[CH:38][CH:39]=[CH:40][CH:41]=3)[N:36]([C:43]3[CH:52]=[CH:51][C:50]4[C:45](=[CH:46][CH:47]=[CH:48][CH:49]=4)[CH:44]=3)[CH:35]=2)=[N:21]1.Cl. Product: [CH3:7][S:8]([O:11][CH2:17][CH2:18][CH2:19][N:20]1[C:28]2[C:23](=[CH:24][CH:25]=[CH:26][CH:27]=2)[C:22]([C:29]2[C:30](=[O:54])[NH:31][C:32](=[O:53])[C:33]=2[C:34]2[C:42]3[C:37](=[CH:38][CH:39]=[CH:40][CH:41]=3)[N:36]([C:43]3[CH:52]=[CH:51][C:50]4[C:45](=[CH:46][CH:47]=[CH:48][CH:49]=4)[CH:44]=3)[CH:35]=2)=[N:21]1)(=[O:10])=[O:9]. The catalyst class is: 1.